From a dataset of Reaction yield outcomes from USPTO patents with 853,638 reactions. Predict the reaction yield, written as a fraction of the theoretical maximum amount of product (1.0 means a 100% yield; for example, 0.34 means a 34% yield). (1) The reactants are [CH:1]1([CH2:4][S:5]([C:8]2[CH:9]=[C:10](C3N4C(C=NC(SC)=N4)=CC=3)[CH:11]=[CH:12][CH:13]=2)(=[O:7])=[O:6])[CH2:3][CH2:2]1.BrC1C=CC=C(S(CC2CC2)(=O)=O)C=1.CC([O-])=O.[K+].[CH3:44][C:45]1([CH3:61])[C:49]([CH3:51])([CH3:50])[O:48][B:47]([B:47]2[O:48][C:49]([CH3:51])([CH3:50])[C:45]([CH3:61])([CH3:44])[O:46]2)[O:46]1.ClCCl. The catalyst is CN(C)C=O. The product is [CH:1]1([CH2:4][S:5]([C:8]2[CH:9]=[C:10]([B:47]3[O:48][C:49]([CH3:51])([CH3:50])[C:45]([CH3:61])([CH3:44])[O:46]3)[CH:11]=[CH:12][CH:13]=2)(=[O:6])=[O:7])[CH2:2][CH2:3]1. The yield is 0.870. (2) The reactants are [Cl:1][C:2]1[N:3]=[C:4]([N:13]2[CH2:18][CH2:17][O:16][CH2:15][CH2:14]2)[C:5]2[N:10]=[C:9]([CH:11]=O)[S:8][C:6]=2[N:7]=1.[NH:19]1[CH2:24][CH2:23][CH:22]([C:25]([OH:28])([CH3:27])[CH3:26])[CH2:21][CH2:20]1.C(O[BH-](OC(=O)C)OC(=O)C)(=O)C.[Na+]. The catalyst is ClCCCl. The product is [Cl:1][C:2]1[N:3]=[C:4]([N:13]2[CH2:18][CH2:17][O:16][CH2:15][CH2:14]2)[C:5]2[N:10]=[C:9]([CH2:11][N:19]3[CH2:24][CH2:23][CH:22]([C:25]([OH:28])([CH3:27])[CH3:26])[CH2:21][CH2:20]3)[S:8][C:6]=2[N:7]=1. The yield is 0.670.